Binary Classification. Given a drug SMILES string, predict its activity (active/inactive) in a high-throughput screening assay against a specified biological target. From a dataset of M1 muscarinic receptor agonist screen with 61,833 compounds. (1) The compound is S1C(NC(=O)CCn2c3c(oc2=O)cccc3)=NCC1. The result is 0 (inactive). (2) The drug is S(=O)(=O)(NCc1ccccc1)c1cc2oc(=O)n(c2cc1)CC(=O)N(Cc1occc1)C. The result is 0 (inactive). (3) The compound is Clc1cc(c(OC)cc1)C(=O)Nc1nn(nn1)C. The result is 0 (inactive). (4) The compound is O=c1n2c3c(CCC2)cccc3c(c1)C. The result is 0 (inactive). (5) The molecule is Brc1cc(N(S(=O)(=O)C)CC(=O)N2CCN(CC2)c2ccc(OC)cc2)ccc1. The result is 0 (inactive). (6) The compound is s1c2c(=O)n(CCCC(=O)N3CCC(N4CCCCC4)(CC3)C(=O)N)c(=O)[nH]c2cc1. The result is 0 (inactive). (7) The molecule is S(=O)(=O)(Nc1ccc(NC(OCC)=O)cc1)c1ccc(cc1)C. The result is 0 (inactive). (8) The drug is S(CC(=O)N1CCN(CC1)C(=O)c1occc1)c1ncc(c2[nH]c3c(n2)cc(c(c3)C)C)cc1. The result is 0 (inactive). (9) The molecule is S(=O)(=O)(N1CCN(CC1)C)c1cc(C(C)C)c(cc1OCC)C. The result is 0 (inactive).